This data is from Full USPTO retrosynthesis dataset with 1.9M reactions from patents (1976-2016). The task is: Predict the reactants needed to synthesize the given product. Given the product [NH2:17][CH2:12][C:13]([NH:1][C@H:2]([C:8]([OH:10])=[O:9])[CH2:3][CH2:4][C:5](=[O:7])[NH2:6])=[O:14].[NH2:31][CH2:36][C:37]([NH2:1])=[O:39], predict the reactants needed to synthesize it. The reactants are: [NH2:1][C@H:2]([C:8]([OH:10])=[O:9])[CH2:3][CH2:4][C:5](=[O:7])[NH2:6].C(O)[C:12]([NH2:17])(CO)[CH2:13][OH:14].Cl.C([N:31]([CH2:36][C:37]([OH:39])=O)CC(O)=O)C[N:31](CC(O)=O)[CH2:36][C:37]([OH:39])=O.